From a dataset of Catalyst prediction with 721,799 reactions and 888 catalyst types from USPTO. Predict which catalyst facilitates the given reaction. (1) Reactant: [F:1][C:2]1[C:11]2[CH2:10][N:9]([C@H:12]([CH:16]([CH3:18])[CH3:17])[C:13]([OH:15])=O)[C:8](=[O:19])[C:7]3=[CH:20][NH:21][C:5]([C:6]=23)=[N:4][CH:3]=1.Cl.[CH:23]1([CH2:26][O:27][NH2:28])[CH2:25][CH2:24]1.C1C=CC2N(O)N=NC=2C=1.C(Cl)CCl. Product: [CH:23]1([CH2:26][O:27][NH:28][C:13](=[O:15])[C@H:12]([N:9]2[C:8](=[O:19])[C:7]3=[CH:20][NH:21][C:5]4[C:6]3=[C:11]([C:2]([F:1])=[CH:3][N:4]=4)[CH2:10]2)[CH:16]([CH3:18])[CH3:17])[CH2:25][CH2:24]1. The catalyst class is: 456. (2) Reactant: C[O:2][C:3](=O)[CH2:4][CH2:5][C:6]1[C:7](=[O:15])[N:8]([CH2:12][CH:13]=[CH2:14])[CH2:9][CH2:10][CH:11]=1.CO.[NH2:19][O:20][K].C(O)(=O)C. Product: [CH2:12]([N:8]1[CH2:9][CH2:10][CH:11]=[C:6]([CH2:5][CH2:4][C:3]([NH:19][OH:20])=[O:2])[C:7]1=[O:15])[CH:13]=[CH2:14]. The catalyst class is: 13. (3) Reactant: [C:1](Cl)(=[O:10])[C:2]1[CH:7]=[CH:6][C:5]([O:8][CH3:9])=[CH:4][CH:3]=1.[NH2:12][C:13]1[CH:18]=[CH:17][CH:16]=[CH:15][CH:14]=1.C(N(C(C)C)CC)(C)C.C(OCC)(=O)C. Product: [CH3:9][O:8][C:5]1[CH:6]=[CH:7][C:2]([C:1]([NH:12][C:13]2[CH:18]=[CH:17][CH:16]=[CH:15][CH:14]=2)=[O:10])=[CH:3][CH:4]=1. The catalyst class is: 2. (4) Reactant: [F:1][C:2]([C:5]1[CH:6]=[C:7]([CH:28]=[CH:29][CH:30]=1)[O:8][C:9]1[CH:14]=[CH:13][C:12]([C:15]2[C:20]3=[N:21][S:22](=[O:26])(=[O:25])[CH2:23][CH2:24][N:19]3[CH:18]=[C:17]([CH3:27])[CH:16]=2)=[CH:11][CH:10]=1)([F:4])[CH3:3]. Product: [F:4][C:2]([C:5]1[CH:6]=[C:7]([CH:28]=[CH:29][CH:30]=1)[O:8][C:9]1[CH:10]=[CH:11][C:12]([CH:15]2[C:20]3=[N:21][S:22](=[O:26])(=[O:25])[CH2:23][CH2:24][N:19]3[CH2:18][CH:17]([CH3:27])[CH2:16]2)=[CH:13][CH:14]=1)([F:1])[CH3:3]. The catalyst class is: 609. (5) Reactant: [Cl-].O[NH3+:3].[C:4](=[O:7])([O-])[OH:5].[Na+].CS(C)=O.[CH2:13]([C:17]1[N:18]=[C:19]([CH3:44])[N:20]([CH2:39][C:40]([CH3:43])([CH3:42])[CH3:41])[C:21](=[O:38])[C:22]=1[CH2:23][C:24]1[CH:29]=[CH:28][C:27]([C:30]2[C:31]([C:36]#[N:37])=[CH:32][CH:33]=[CH:34][CH:35]=2)=[CH:26][CH:25]=1)[CH2:14][CH2:15][CH3:16]. Product: [CH2:13]([C:17]1[N:18]=[C:19]([CH3:44])[N:20]([CH2:39][C:40]([CH3:43])([CH3:42])[CH3:41])[C:21](=[O:38])[C:22]=1[CH2:23][C:24]1[CH:29]=[CH:28][C:27]([C:30]2[CH:35]=[CH:34][CH:33]=[CH:32][C:31]=2[C:36]2[NH:3][C:4](=[O:7])[O:5][N:37]=2)=[CH:26][CH:25]=1)[CH2:14][CH2:15][CH3:16]. The catalyst class is: 13. (6) Reactant: [NH2:1][CH2:2][C@H:3]([OH:33])[CH2:4][O:5][C:6]1[C:11]([CH3:12])=[CH:10][C:9]([C:13]2[O:17][N:16]=[C:15]([C:18]3[CH:23]=[C:22]([O:24][CH3:25])[N:21]=[C:20]([CH:26]4[CH2:30][CH2:29][CH2:28][CH2:27]4)[CH:19]=3)[N:14]=2)=[CH:8][C:7]=1[CH2:31][CH3:32].[C:34](O)(=[O:37])[CH2:35][OH:36].CCN(C(C)C)C(C)C.CN(C(ON1N=NC2C=CC=CC1=2)=[N+](C)C)C.[B-](F)(F)(F)F. Product: [CH:26]1([C:20]2[CH:19]=[C:18]([C:15]3[N:14]=[C:13]([C:9]4[CH:10]=[C:11]([CH3:12])[C:6]([O:5][CH2:4][C@@H:3]([OH:33])[CH2:2][NH:1][C:35](=[O:36])[CH2:34][OH:37])=[C:7]([CH2:31][CH3:32])[CH:8]=4)[O:17][N:16]=3)[CH:23]=[C:22]([O:24][CH3:25])[N:21]=2)[CH2:30][CH2:29][CH2:28][CH2:27]1. The catalyst class is: 499.